This data is from Choline transporter screen with 302,306 compounds. The task is: Binary Classification. Given a drug SMILES string, predict its activity (active/inactive) in a high-throughput screening assay against a specified biological target. (1) The molecule is O=C(N1CCN(CC1)c1c(O)cccc1)c1c2c(nc(c1)c1ccccc1)ccc(c2)C. The result is 0 (inactive). (2) The compound is S(=O)(=O)(N1CCN=C1SCc1ccccc1)C. The result is 0 (inactive). (3) The molecule is Clc1cc(N2C(=O)c3c(C(/C2=O)=C\Nc2cc(c(cc2)C)C)cccc3)c(N2CCOCC2)cc1. The result is 0 (inactive). (4) The molecule is n1(c2c(c(n3ccnc3)ccc2)C#N)ccnc1. The result is 0 (inactive).